From a dataset of Retrosynthesis with 50K atom-mapped reactions and 10 reaction types from USPTO. Predict the reactants needed to synthesize the given product. (1) Given the product NC1=NS(=O)(=O)Nc2cccc(OC[C@H]3CCCCN3C(=O)Cc3ccncn3)c21, predict the reactants needed to synthesize it. The reactants are: NC1=NS(=O)(=O)Nc2cccc(OC[C@H]3CCCC[NH2+]3)c21.O=C(O)Cc1ccncn1. (2) Given the product CCCCNCC(C)(C)CO, predict the reactants needed to synthesize it. The reactants are: CCCCNC(=O)C(C)(C)CO. (3) Given the product Nc1ccc(C=Cc2ccc(C=Cc3ccc(N(c4ccccc4)c4ccccc4)cc3)cc2)cc1, predict the reactants needed to synthesize it. The reactants are: CC(=O)Nc1ccc(C=Cc2ccc(C=Cc3ccc(N(c4ccccc4)c4ccccc4)cc3)cc2)cc1.